Dataset: Reaction yield outcomes from USPTO patents with 853,638 reactions. Task: Predict the reaction yield, written as a fraction of the theoretical maximum amount of product (1.0 means a 100% yield; for example, 0.34 means a 34% yield). The reactants are [F:1][C:2]1[CH:20]=[CH:19][C:5]([C:6]([NH:8][C:9]2[C:10]([C:15](OC)=[O:16])=[N:11][CH:12]=[CH:13][N:14]=2)=[O:7])=[CH:4][CH:3]=1.[NH2:21][NH2:22]. The catalyst is C(O)C. The product is [F:1][C:2]1[CH:20]=[CH:19][C:5]([C:6]([NH:8][C:9]2[C:10]([C:15]([NH:21][NH2:22])=[O:16])=[N:11][CH:12]=[CH:13][N:14]=2)=[O:7])=[CH:4][CH:3]=1. The yield is 0.750.